From a dataset of Forward reaction prediction with 1.9M reactions from USPTO patents (1976-2016). Predict the product of the given reaction. Given the reactants [Cl:1][C:2]1[CH:7]=[CH:6][C:5]([Cl:8])=[CH:4][C:3]=1[NH:9][C:10](NC1C=C2C(=CC=1)N(CCC)NC2=O)=[O:11].C(N1C2C(=CC([N+]([O-])=O)=CC=2)C(=O)N1)C=C, predict the reaction product. The product is: [Cl:1][C:2]1[CH:7]=[CH:6][C:5]([Cl:8])=[CH:4][C:3]=1[N:9]=[C:10]=[O:11].